From a dataset of Catalyst prediction with 721,799 reactions and 888 catalyst types from USPTO. Predict which catalyst facilitates the given reaction. (1) Reactant: C([O:4][C@@H:5]1[CH2:11][C@@H:10]([O:12][Si:13]([C:16]([CH3:19])([CH3:18])[CH3:17])([CH3:15])[CH3:14])[C@:9]2([CH3:20])[C@@H:7]([O:8]2)[CH2:6]1)(=O)C.C([O-])([O-])=O.[K+].[K+].C(O)(=O)C. Product: [Si:13]([O:12][C@H:10]1[C@:9]2([CH3:20])[C@@H:7]([O:8]2)[CH2:6][C@H:5]([OH:4])[CH2:11]1)([C:16]([CH3:19])([CH3:18])[CH3:17])([CH3:15])[CH3:14]. The catalyst class is: 5. (2) Reactant: Br[C:2]1[C:3]([CH2:27][N:28]2[CH2:33][CH2:32][O:31][CH2:30][CH2:29]2)=[CH:4][C:5]([O:17][CH2:18][C:19]2[CH:24]=[CH:23][C:22]([F:25])=[CH:21][C:20]=2[F:26])=[C:6]([CH:16]=1)[C:7]([NH:9][C:10]1[CH:11]=[N:12][CH:13]=[CH:14][CH:15]=1)=[O:8].[CH3:34][N:35]1[CH:39]=[C:38](B2OC(C)(C)C(C)(C)O2)[CH:37]=[N:36]1.C(=O)([O-])[O-].[Na+].[Na+]. Product: [F:26][C:20]1[CH:21]=[C:22]([F:25])[CH:23]=[CH:24][C:19]=1[CH2:18][O:17][C:5]1[CH:4]=[C:3]([CH2:27][N:28]2[CH2:33][CH2:32][O:31][CH2:30][CH2:29]2)[C:2]([C:38]2[CH:37]=[N:36][N:35]([CH3:34])[CH:39]=2)=[CH:16][C:6]=1[C:7]([NH:9][C:10]1[CH:11]=[N:12][CH:13]=[CH:14][CH:15]=1)=[O:8]. The catalyst class is: 104. (3) Reactant: Cl[C:2]1[C:7]([Cl:8])=[CH:6][N:5]=[CH:4][C:3]=1[CH:9]=[O:10].[N-:11]=[N+:12]=[N-:13].[Na+]. Product: [N:11]([C:2]1[C:7]([Cl:8])=[CH:6][N:5]=[CH:4][C:3]=1[CH:9]=[O:10])=[N+:12]=[N-:13]. The catalyst class is: 3. (4) Reactant: [CH3:1][O:2][C:3]1[CH:12]=[C:11]([C:13]([F:16])([F:15])[F:14])[C:10]([N+:17]([O-:19])=[O:18])=[CH:9][C:4]=1[C:5]([O:7]C)=[O:6].[OH-].[Li+].CO.Cl. Product: [CH3:1][O:2][C:3]1[CH:12]=[C:11]([C:13]([F:16])([F:15])[F:14])[C:10]([N+:17]([O-:19])=[O:18])=[CH:9][C:4]=1[C:5]([OH:7])=[O:6]. The catalyst class is: 20. (5) Reactant: [CH3:1][N:2]1[C:6]([C:7]([OH:9])=O)=[CH:5][C:4]([CH2:10][CH2:11][CH2:12][CH3:13])=[N:3]1.Cl.[O:15]1[CH2:19][CH2:18][CH:17]([CH2:20][NH2:21])[CH2:16]1.C(N(CC)CC)C.ON1C2C=CC=CC=2N=N1.Cl.C(N=C=NCCCN(C)C)C. Product: [O:15]1[CH2:19][CH2:18][CH:17]([CH2:20][NH:21][C:7]([C:6]2[N:2]([CH3:1])[N:3]=[C:4]([CH2:10][CH2:11][CH2:12][CH3:13])[CH:5]=2)=[O:9])[CH2:16]1. The catalyst class is: 22. (6) Reactant: [Br:1][C:2]1[S:3][C:4]([CH3:9])=[C:5]([CH2:7][OH:8])[N:6]=1.N1C=CN=C1.[Si:15](Cl)([C:18]([CH3:21])([CH3:20])[CH3:19])([CH3:17])[CH3:16]. Product: [Br:1][C:2]1[S:3][C:4]([CH3:9])=[C:5]([CH2:7][O:8][Si:15]([C:18]([CH3:21])([CH3:20])[CH3:19])([CH3:17])[CH3:16])[N:6]=1. The catalyst class is: 3.